This data is from Catalyst prediction with 721,799 reactions and 888 catalyst types from USPTO. The task is: Predict which catalyst facilitates the given reaction. (1) Reactant: [CH2:1]([N:8]1[CH2:12][C:11](=[O:13])[C:10]2([CH2:17][CH2:16][CH2:15][CH2:14]2)[C:9]1=O)[C:2]1[CH:7]=[CH:6][CH:5]=[CH:4][CH:3]=1.[H-].[H-].[H-].[H-].[Li+].[Al+3]. Product: [CH2:1]([N:8]1[CH2:12][CH:11]([OH:13])[C:10]2([CH2:14][CH2:15][CH2:16][CH2:17]2)[CH2:9]1)[C:2]1[CH:3]=[CH:4][CH:5]=[CH:6][CH:7]=1. The catalyst class is: 1. (2) Reactant: [C:1]([O:9][CH2:10][C@@H:11]([O:33][CH2:34][C:35]1[CH:40]=[CH:39][CH:38]=[CH:37][CH:36]=1)[C@H:12]1[O:20][CH:15](OC(=O)C)[C@H:14]([O:21][C:22](=[O:24])[CH3:23])[C@@H:13]1[O:25][CH2:26][C:27]1[CH:32]=[CH:31][CH:30]=[CH:29][CH:28]=1)(=[O:8])[C:2]1[CH:7]=[CH:6][CH:5]=[CH:4][CH:3]=1.[NH:41]1[CH:49]=[C:47]([CH3:48])[C:45](=[O:46])[NH:44][C:42]1=[O:43].O([Si](C)(C)C)S(C(F)(F)F)(=O)=O.C(=O)([O-])O.[Na+]. Product: [C:22]([O:21][C@@H:14]1[C@H:13]([O:25][CH2:26][C:27]2[CH:28]=[CH:29][CH:30]=[CH:31][CH:32]=2)[C@@H:12]([C@@H:11]([CH2:10][O:9][C:1](=[O:8])[C:2]2[CH:7]=[CH:6][CH:5]=[CH:4][CH:3]=2)[O:33][CH2:34][C:35]2[CH:36]=[CH:37][CH:38]=[CH:39][CH:40]=2)[O:20][C@H:15]1[N:41]1[CH:49]=[C:47]([CH3:48])[C:45](=[O:46])[NH:44][C:42]1=[O:43])(=[O:24])[CH3:23]. The catalyst class is: 10. (3) Reactant: [NH:1]1[CH2:6][CH2:5][CH2:4][C@@H:3]([NH:7][C:8]([N:10]2[CH2:19][CH2:18][C:17]3[C:12](=[CH:13][CH:14]=[CH:15][CH:16]=3)[CH:11]2[C:20]2[CH:25]=[CH:24][C:23]([C:26]([F:29])([F:28])[F:27])=[CH:22][CH:21]=2)=[O:9])[CH2:2]1.C=O.[C:32](O[BH-](OC(=O)C)OC(=O)C)(=O)C.[Na+].C([O-])(O)=O.[Na+]. Product: [CH3:32][N:1]1[CH2:6][CH2:5][CH2:4][C@@H:3]([NH:7][C:8]([N:10]2[CH2:19][CH2:18][C:17]3[C:12](=[CH:13][CH:14]=[CH:15][CH:16]=3)[CH:11]2[C:20]2[CH:21]=[CH:22][C:23]([C:26]([F:27])([F:28])[F:29])=[CH:24][CH:25]=2)=[O:9])[CH2:2]1. The catalyst class is: 26. (4) Reactant: [Si]([O:8][CH2:9][CH2:10][CH2:11][CH2:12][CH2:13][CH:14]([C:25]1[CH:30]=[C:29]([F:31])[CH:28]=[CH:27][C:26]=1[F:32])[S:15]([C:18]1[CH:23]=[CH:22][C:21]([Cl:24])=[CH:20][CH:19]=1)(=[O:17])=[O:16])(C(C)(C)C)(C)C.[F-].C([N+](CCCC)(CCCC)CCCC)CCC.O. Product: [Cl:24][C:21]1[CH:20]=[CH:19][C:18]([S:15]([CH:14]([C:25]2[CH:30]=[C:29]([F:31])[CH:28]=[CH:27][C:26]=2[F:32])[CH2:13][CH2:12][CH2:11][CH2:10][CH2:9][OH:8])(=[O:17])=[O:16])=[CH:23][CH:22]=1. The catalyst class is: 7. (5) Reactant: [Cl:1][C:2]1[C:7]([C:8]([F:11])([F:10])[F:9])=[C:6](Cl)[CH:5]=[CH:4][N:3]=1.[NH2:13][CH2:14][CH2:15][CH2:16][C:17]1[CH:22]=[CH:21][CH:20]=[CH:19][CH:18]=1.C(#N)C.C(N(CC)CC)C. The catalyst class is: 17. Product: [Cl:1][C:2]1[C:7]([C:8]([F:11])([F:10])[F:9])=[C:6]([NH:13][CH2:14][CH2:15][CH2:16][C:17]2[CH:22]=[CH:21][CH:20]=[CH:19][CH:18]=2)[CH:5]=[CH:4][N:3]=1. (6) Reactant: F[C:2]1[CH:7]=[CH:6][C:5]([S:8]([CH3:11])(=[O:10])=[O:9])=[CH:4][C:3]=1[N+:12]([O-:14])=[O:13].[CH3:15][NH2:16]. Product: [CH3:11][S:8]([C:5]1[CH:6]=[CH:7][C:2]([CH2:15][NH2:16])=[C:3]([N+:12]([O-:14])=[O:13])[CH:4]=1)(=[O:10])=[O:9]. The catalyst class is: 3. (7) Reactant: Br[C:2]1[CH:3]=[C:4]([CH:20]([CH3:22])[CH3:21])[CH:5]=[C:6]2[C:10]=1[NH:9][C:8]1[C:11]([CH2:17][CH2:18][OH:19])([CH2:15][CH3:16])[O:12][CH2:13][CH2:14][C:7]2=1.C1(C)C=CC=CC=1P(C1C=CC=CC=1C)C1C=CC=CC=1C.[CH2:45]=[CH:46][C:47]1[CH:52]=[CH:51][CH:50]=[CH:49][CH:48]=1. Product: [CH2:15]([C:11]1([CH2:17][CH2:18][OH:19])[C:8]2[NH:9][C:10]3[C:6]([C:7]=2[CH2:14][CH2:13][O:12]1)=[CH:5][C:4]([CH:20]([CH3:22])[CH3:21])=[CH:3][C:2]=3[CH:45]=[CH:46][C:47]1[CH:52]=[CH:51][CH:50]=[CH:49][CH:48]=1)[CH3:16]. The catalyst class is: 66. (8) Reactant: [CH3:1][O:2][C:3]([C@@H:5]([N:13]1[CH2:21][C:17]2[CH:18]=[CH:19][S:20][C:16]=2[CH2:15][CH2:14]1)[C:6]1[CH:7]=[CH:8][CH:9]=[CH:10][C:11]=1[Cl:12])=[O:4].[C@:22]12([CH2:32][S:33]([OH:36])(=[O:35])=[O:34])[C:29]([CH3:31])([CH3:30])[CH:26]([CH2:27][CH2:28]1)[CH2:25][C:23]2=[O:24]. Product: [CH3:1][O:2][C:3]([C@@H:5]([N:13]1[CH2:21][C:17]2[CH:18]=[CH:19][S:20][C:16]=2[CH2:15][CH2:14]1)[C:6]1[CH:7]=[CH:8][CH:9]=[CH:10][C:11]=1[Cl:12])=[O:4].[C@:22]12([CH2:32][S:33]([O-:36])(=[O:34])=[O:35])[C:29]([CH3:31])([CH3:30])[CH:26]([CH2:27][CH2:28]1)[CH2:25][C:23]2=[O:24]. The catalyst class is: 824.